Dataset: Reaction yield outcomes from USPTO patents with 853,638 reactions. Task: Predict the reaction yield, written as a fraction of the theoretical maximum amount of product (1.0 means a 100% yield; for example, 0.34 means a 34% yield). The reactants are [Br:1][C:2]1[CH:7]=[CH:6][C:5]([C:8]2[N:12]=[CH:11][NH:10][N:9]=2)=[C:4]([F:13])[C:3]=1[CH3:14].[O:15]1[CH:20]=[CH:19][CH2:18][CH2:17][CH2:16]1. The catalyst is O1CCCC1.C(OCC)(=O)C.CS(O)(=O)=O. The product is [Br:1][C:2]1[CH:7]=[CH:6][C:5]([C:8]2[N:12]([CH:16]3[CH2:17][CH2:18][CH2:19][CH2:20][O:15]3)[CH:11]=[N:10][N:9]=2)=[C:4]([F:13])[C:3]=1[CH3:14]. The yield is 0.950.